Dataset: NCI-60 drug combinations with 297,098 pairs across 59 cell lines. Task: Regression. Given two drug SMILES strings and cell line genomic features, predict the synergy score measuring deviation from expected non-interaction effect. (1) Drug 1: CC1=C2C(C(=O)C3(C(CC4C(C3C(C(C2(C)C)(CC1OC(=O)C(C(C5=CC=CC=C5)NC(=O)OC(C)(C)C)O)O)OC(=O)C6=CC=CC=C6)(CO4)OC(=O)C)O)C)O. Drug 2: CC(C)NC(=O)C1=CC=C(C=C1)CNNC.Cl. Cell line: IGROV1. Synergy scores: CSS=14.6, Synergy_ZIP=-0.961, Synergy_Bliss=-0.291, Synergy_Loewe=-22.0, Synergy_HSA=0.376. (2) Drug 1: C1CN1P(=S)(N2CC2)N3CC3. Drug 2: CCC1(CC2CC(C3=C(CCN(C2)C1)C4=CC=CC=C4N3)(C5=C(C=C6C(=C5)C78CCN9C7C(C=CC9)(C(C(C8N6C=O)(C(=O)OC)O)OC(=O)C)CC)OC)C(=O)OC)O.OS(=O)(=O)O. Cell line: SK-MEL-5. Synergy scores: CSS=19.7, Synergy_ZIP=-2.72, Synergy_Bliss=-0.0742, Synergy_Loewe=-19.7, Synergy_HSA=-0.598. (3) Cell line: SN12C. Synergy scores: CSS=3.62, Synergy_ZIP=0.410, Synergy_Bliss=-0.230, Synergy_Loewe=-5.11, Synergy_HSA=-3.66. Drug 2: COC1=C2C(=CC3=C1OC=C3)C=CC(=O)O2. Drug 1: C1=CC=C(C=C1)NC(=O)CCCCCCC(=O)NO.